Dataset: Forward reaction prediction with 1.9M reactions from USPTO patents (1976-2016). Task: Predict the product of the given reaction. (1) Given the reactants [CH2:1]([O:3][C:4](=[O:32])[C:5]([O:8][C:9]1[CH:14]=[CH:13][C:12]([O:15][CH2:16][CH2:17][C:18]2[N:19]=[C:20]([C:24]3[CH:29]=[CH:28][C:27]([C:30]#[N:31])=[CH:26][CH:25]=3)[O:21][C:22]=2[CH3:23])=[CH:11][CH:10]=1)([CH3:7])[CH3:6])[CH3:2].C(=O)([O-])[O-:34].[K+].[K+].OO, predict the reaction product. The product is: [CH2:1]([O:3][C:4](=[O:32])[C:5]([O:8][C:9]1[CH:10]=[CH:11][C:12]([O:15][CH2:16][CH2:17][C:18]2[N:19]=[C:20]([C:24]3[CH:29]=[CH:28][C:27]([C:30](=[O:34])[NH2:31])=[CH:26][CH:25]=3)[O:21][C:22]=2[CH3:23])=[CH:13][CH:14]=1)([CH3:7])[CH3:6])[CH3:2]. (2) The product is: [Cl:17][C:12]1[CH:13]=[CH:14][CH:15]=[CH:16][C:11]=1[CH2:10][NH:9][C:5]1[N:6]=[C:7]([F:8])[C:2]([CH:30]=[O:31])=[CH:3][CH:4]=1. Given the reactants Br[C:2]1[CH:3]=[CH:4][C:5]([NH:9][CH2:10][C:11]2[CH:16]=[CH:15][CH:14]=[CH:13][C:12]=2[Cl:17])=[N:6][C:7]=1[F:8].C([Mg]Cl)(C)C.C([Li])(C)(C)C.CN(C)[CH:30]=[O:31], predict the reaction product. (3) Given the reactants [C:1]([O:8][CH2:9][CH3:10])(=[O:7])/[CH:2]=[CH:3]/[C:4]([O-:6])=O.C(Cl)(Cl)Cl.[CH2:15]([C@@H:22]1[CH2:26][O:25][C:24](=[O:27])[NH:23]1)[C:16]1[CH:21]=[CH:20][CH:19]=[CH:18][CH:17]=1.[I-].ClC1C=CC=C[N+]=1C, predict the reaction product. The product is: [CH2:15]([C@@H:22]1[CH2:26][O:25][C:24](=[O:27])[N:23]1[C:4](=[O:6])/[CH:3]=[CH:2]/[C:1]([O:8][CH2:9][CH3:10])=[O:7])[C:16]1[CH:17]=[CH:18][CH:19]=[CH:20][CH:21]=1. (4) Given the reactants [CH3:1][CH:2]1[CH2:7][CH2:6][CH2:5][CH2:4][CH:3]1[N:8]1[C:12]2=[C:13]3[CH:19]=[CH:18][NH:17][C:14]3=[N:15][CH:16]=[C:11]2[NH:10][C:9]1=[O:20].[C:21]1([O:27][CH2:28][CH2:29][CH2:30]Br)[CH:26]=[CH:25][CH:24]=[CH:23][CH:22]=1.N12CNCC1=CCCC2, predict the reaction product. The product is: [CH3:1][CH:2]1[CH2:7][CH2:6][CH2:5][CH2:4][CH:3]1[N:8]1[C:12]2=[C:13]3[CH:19]=[CH:18][NH:17][C:14]3=[N:15][CH:16]=[C:11]2[N:10]([CH2:30][CH2:29][CH2:28][O:27][C:21]2[CH:26]=[CH:25][CH:24]=[CH:23][CH:22]=2)[C:9]1=[O:20]. (5) Given the reactants [Cl:1][C:2]1[CH:11]=[C:10]([C:12](=O)[CH3:13])[C:9]([N:15]2[CH2:20][CH2:19][N:18]([C:21](=[O:29])[C:22]3[CH:27]=[CH:26][CH:25]=[CH:24][C:23]=3[F:28])[CH2:17][CH2:16]2)=[C:8]2[C:3]=1[CH:4]=[CH:5][CH:6]=[N:7]2.C([O-])(=O)C.[NH4+].C([BH3-])#[N:36].[Na+].O1CCCC1, predict the reaction product. The product is: [Cl:1][C:2]1[CH:11]=[C:10]([CH:12]([NH2:36])[CH3:13])[C:9]([N:15]2[CH2:20][CH2:19][N:18]([C:21](=[O:29])[C:22]3[CH:27]=[CH:26][CH:25]=[CH:24][C:23]=3[F:28])[CH2:17][CH2:16]2)=[C:8]2[C:3]=1[CH:4]=[CH:5][CH:6]=[N:7]2.